Dataset: Catalyst prediction with 721,799 reactions and 888 catalyst types from USPTO. Task: Predict which catalyst facilitates the given reaction. (1) Reactant: [N+:1]([C:4]1[CH:9]=[CH:8][C:7]([CH2:10][CH2:11][C:12](=[O:14])[CH3:13])=[CH:6][CH:5]=1)([O-:3])=[O:2].[Br:15]Br.O. Product: [Br:15][CH2:13][C:12](=[O:14])[CH2:11][CH2:10][C:7]1[CH:6]=[CH:5][C:4]([N+:1]([O-:3])=[O:2])=[CH:9][CH:8]=1. The catalyst class is: 5. (2) The catalyst class is: 3. Product: [CH3:1][C:2]1[CH:3]=[CH:4][C:5]([C:8]2[O:12][N:11]=[CH:10][C:9]=2[C:13]([N:47]2[CH2:52][CH2:51][CH2:50][CH:49]([C:53]([O:55][CH2:25][CH3:26])=[O:54])[CH2:48]2)=[O:15])=[CH:6][CH:7]=1. Reactant: [CH3:1][C:2]1[CH:7]=[CH:6][C:5]([C:8]2[O:12][N:11]=[CH:10][C:9]=2[C:13]([OH:15])=O)=[CH:4][CH:3]=1.CN(C(ON1N=N[C:26]2C=CC=C[C:25]1=2)=[N+](C)C)C.[B-](F)(F)(F)F.C(N(C(C)C)C(C)C)C.[NH:47]1[CH2:52][CH2:51][CH2:50][CH:49]([C:53]([O-:55])=[O:54])[CH2:48]1.